From a dataset of Catalyst prediction with 721,799 reactions and 888 catalyst types from USPTO. Predict which catalyst facilitates the given reaction. (1) Reactant: [Cl:1][C:2]1[CH:7]=[CH:6][C:5]([C:8]2[S:9][C:10]([C:14]([OH:16])=[O:15])=[C:11]([CH3:13])[N:12]=2)=[CH:4][CH:3]=1.C[Si](N[Si](C)(C)C)(C)C.C1C(=O)N([Br:33])C(=O)C1.CC(N=NC(C#N)(C)C)(C#N)C. Product: [Br:33][CH2:13][C:11]1[N:12]=[C:8]([C:5]2[CH:4]=[CH:3][C:2]([Cl:1])=[CH:7][CH:6]=2)[S:9][C:10]=1[C:14]([OH:16])=[O:15]. The catalyst class is: 53. (2) Reactant: [C:1]1([C:7]2[CH:12]=[CH:11][C:10]([C:13]3[C:17]([C:18](OCC)=[O:19])=[CH:16][O:15][N:14]=3)=[CH:9][CH:8]=2)[CH:6]=[CH:5][CH:4]=[CH:3][CH:2]=1.[H-].C([Al+]CC(C)C)C(C)C.Cl. Product: [C:1]1([C:7]2[CH:12]=[CH:11][C:10]([C:13]3[C:17]([CH2:18][OH:19])=[CH:16][O:15][N:14]=3)=[CH:9][CH:8]=2)[CH:2]=[CH:3][CH:4]=[CH:5][CH:6]=1. The catalyst class is: 7.